Dataset: Drug-target binding data from BindingDB using Ki measurements. Task: Regression. Given a target protein amino acid sequence and a drug SMILES string, predict the binding affinity score between them. We predict pKi (pKi = -log10(Ki in M); higher means stronger inhibition). Dataset: bindingdb_ki. (1) The small molecule is CCc1cccc2c3c([nH]c12)C(CC)(CC(=O)O)OCC3. The target protein (O35956) has sequence MAFNDLLKQVGGVGRFQLIQVTMVVAPLLLMASHNTLQNFTAAIPPHHCRPPANANLSKDGGLEAWLPLDKQGQPESCLRFTSPQWGPPFYNGTEANGTRVTEPCIDGWVYDNSTFPSTIVTEWNLVCSHRAFRQLAQSLYMVGVLLGAMVFGYLADRLGRRKVLILNYLQTAVSGTCAAYAPNYTVYCVFRLLSGMSLASIAINCMTLNVEWMPIHTRAYVGTLIGYVYSLGQFLLAGIAYAVPHWRHLQLVVSVPFFIAFIYSWFFIESARWYSSSGRLDLTLRALQRVARINGKQEEGAKLSIEVLRTSLQKELTLSKGQASAMELLRCPTLRHLFLCLSMLWFATSFAYYGLVMDLQGFGVSMYLIQVIFGAVDLPAKFVCFLVINSMGRRPAQMASLLLAGICILVNGIIPKSHTIIRTSLAVLGKGCLASSFNCIFLYTGELYPTVIRQTGLGMGSTMARVGSIVSPLVSMTAEFYPSMPLFIFGAVPVVASAV.... The pKi is 4.0. (2) The small molecule is CCCn1c(=O)c2[nH]c(-c3ccc(OCC(=O)NCCNC(=S)Nc4ccc(N=C=S)cc4)cc3)nc2n(CCC)c1=O. The pKi is 8.8. The target protein (P28190) has sequence MPPSISAFQAAYIGIEVLIALVSVPGNVLVIWAVKVNQALRDATFCFIVSLAVADVAVGALVIPLAILINIGPRTYFHTCLKVACPVLILTQSSILALLAIAVDRYLRVKIPLRYKTVVTPRRAVVAITGCWILSFVVGLTPMFGWNNLSAVERDWLANGSVGEPVIECQFEKVISMEYMVYFNFFVWVLPPLLLMVLIYMEVFYLIRKQLNKKVSASSGDPQKYYGKELKIAKSLALILFLFALSWLPLHILNCITLFCPSCHMPRILIYIAIFLSHGNSAMNPIVYAFRIQKFRVTFLKIWNDHFRCQPAPPVDEDAPAERPDD. (3) The pKi is 9.9. The target protein (P32239) has sequence MELLKLNRSVQGTGPGPGASLCRPGAPLLNSSSVGNLSCEPPRIRGAGTRELELAIRITLYAVIFLMSVGGNMLIIVVLGLSRRLRTVTNAFLLSLAVSDLLLAVACMPFTLLPNLMGTFIFGTVICKAVSYLMGVSVSVSTLSLVAIALERYSAICRPLQARVWQTRSHAARVIVATWLLSGLLMVPYPVYTVVQPVGPRVLQCVHRWPSARVRQTWSVLLLLLLFFIPGVVMAVAYGLISRELYLGLRFDGDSDSDSQSRVRNQGGLPGAVHQNGRCRPETGAVGEDSDGCYVQLPRSRPALELTALTAPGPGSGSRPTQAKLLAKKRVVRMLLVIVVLFFLCWLPVYSANTWRAFDGPGAHRALSGAPISFIHLLSYASACVNPLVYCFMHRRFRQACLETCARCCPRPPRARPRALPDEDPPTPSIASLSRLSYTTISTLGPG. The small molecule is CNC(=O)COCC(=O)NCCCCCCNC(=O)COCC(=O)NCCOc1cccc(NC(=O)N[C@@H]2N=C(c3ccccc3)c3ccccc3N(C)C2=O)c1. (4) The drug is COc1cc2cc(C(=O)O)nc(C(=O)c3ccc(O)c(O)c3)c2cc1OC. The target protein (P17936) has sequence MQRARPTLWAAALTLLVLLRGPPVARAGASSAGLGPVVRCEPCDARALAQCAPPPAVCAELVREPGCGCCLTCALSEGQPCGIYTERCGSGLRCQPSPDEARPLQALLDGRGLCVNASAVSRLRAYLLPAPPAPGNASESEEDRSAGSVESPSVSSTHRVSDPKFHPLHSKIIIIKKGHAKDSQRYKVDYESQSTDTQNFSSESKRETEYGPCRREMEDTLNHLKFLNVLSPRGVHIPNCDKKGFYKKKQCRPSKGRKRGFCWCVDKYGQPLPGYTTKGKEDVHCYSMQSK. The pKi is 5.0. (5) The drug is CCCCC/C=C\C/C=C\C=C\C=C\[C@@H](SC[C@H](N)C(=O)NCC(=O)O)[C@@H](O)CCCC(=O)O. The target protein sequence is MAMNTTSPAASSSPPVMFISLLAIIPLSVALAVGLPGNSFVVWSILAKMRKRSVTALLVLHLALADLAVLLTAPFFLHSVAQGNWTFGLAGCRLFHYICGVSMYASVLLITAMSLDRSLAVARPFVSQKLRTKAVAWRVLAGIWVASVLLATPVIVYRKVILKQNNRSLVCLPMYPSEGHRAFHLFFEVITGFLLPFLAVVASYSDIGRRLRTRRFRRSRRMGRLVVLIILAFAAFWLPYHVVNLAEAVRALTGKASGAGAVGKGLWLARQVFITLAFLSSSVNPVLYACAGGGLLRSAGVGFVAKLLEGTGSEASSTRRGGTLGQTVRGDVASPEPGPTESLTVSTNPLE. The pKi is 9.2. (6) The drug is O=C([O-])O. The target protein sequence is MKKTTWVLAMAASMSFGVQASEWGYEGEHAPEHWGKVAPLCAEGKNQSPIDVAQSVEADLQPFTLNYQGQVVGLLNNGHTLQAIVSGNNPLQIDGKTFQLKQFHFHTPSENLLKGKQFPLEAHFVHADEQGNLAVVAVMYQVGSESPLLKALTADMPTKGNSTQLTQGIPLADWIPESKHYYRFNGSLTTPPCSEGVRWIVLKEPAHVSNQQEQQLSAVMGHNNRPVQPHNARLVLQAD. The pKi is 2.3. (7) The drug is N[C@@H](CCCCNC(=O)CCS)C(=O)O. The target protein (O34667) has sequence MPSVESFELDHNAVVAPYVRHCGVHKVGTDGVVNKFDIRFCQPNKQAMKPDTIHTLEHLLAFTIRSHAEKYDHFDIIDISPMGCQTGYYLVVSGEPTSAEIVDLLEDTMKEAVEITEIPAANEKQCGQAKLHDLEGAKRLMRFWLSQDKEELLKVFG. The pKi is 3.8. (8) The small molecule is Nc1ccc(S(N)(=O)=O)cc1Br. The target protein sequence is MRFVSMIIKDILRENQDFRFRDLSDLKHSPKLCIITCMDSRLIDLLERALGIGRGDAKVIKNAGNIVDDGVIRSAAVAIYALGVNEIIIVGHTDCGMARLDEDLIVSRMRELGVEEEVIENFSIDVLNPVGDEEENVIEGVKRLKSSPLIPESIGVHGLIIDINTGRLKPLYLDED. The pKi is 4.1. (9) The small molecule is CC1(C)CN(c2ccccc2NC(=O)Nc2ccc(OC(F)(F)F)cc2)c2c(O)ccc(Cl)c21. The target protein (P47900) has sequence MTEVLWPAVPNGTDAAFLAGPGSSWGNSTVASTAAVSSSFKCALTKTGFQFYYLPAVYILVFIIGFLGNSVAIWMFVFHMKPWSGISVYMFNLALADFLYVLTLPALIFYYFNKTDWIFGDAMCKLQRFIFHVNLYGSILFLTCISAHRYSGVVYPLKSLGRLKKKNAICISVLVWLIVVVAISPILFYSGTGVRKNKTITCYDTTSDEYLRSYFIYSMCTTVAMFCVPLVLILGCYGLIVRALIYKDLDNSPLRRKSIYLVIIVLTVFAVSYIPFHVMKTMNLRARLDFQTPAMCAFNDRVYATYQVTRGLASLNSCVDPILYFLAGDTFRRRLSRATRKASRRSEANLQSKSEDMTLNILPEFKQNGDTSL. The pKi is 8.1.